From a dataset of Full USPTO retrosynthesis dataset with 1.9M reactions from patents (1976-2016). Predict the reactants needed to synthesize the given product. (1) Given the product [N:14]([CH2:2][C:3]1[NH:7][N:6]=[C:5]([C:8]2[CH:13]=[CH:12][N:11]=[CH:10][CH:9]=2)[CH:4]=1)=[N+:15]=[N-:16], predict the reactants needed to synthesize it. The reactants are: Br[CH2:2][C:3]1[NH:7][N:6]=[C:5]([C:8]2[CH:13]=[CH:12][N:11]=[CH:10][CH:9]=2)[CH:4]=1.[N-:14]=[N+:15]=[N-:16].[Na+].CN(C=O)C. (2) Given the product [CH:23]1([N:26]2[CH2:34][C:33]3[C:28](=[CH:29][CH:30]=[C:31]([C:21]4[C:16]5[C:17](=[N:18][C:13]([C:3]6[C:2]([F:1])=[C:7]([O:8][CH3:9])[CH:6]=[C:5]([O:10][CH3:11])[C:4]=6[F:12])=[N:14][CH:15]=5)[NH:19][N:20]=4)[CH:32]=3)[C:27]2=[O:44])[CH2:25][CH2:24]1, predict the reactants needed to synthesize it. The reactants are: [F:1][C:2]1[C:7]([O:8][CH3:9])=[CH:6][C:5]([O:10][CH3:11])=[C:4]([F:12])[C:3]=1[C:13]1[N:18]=[C:17]2[NH:19][N:20]=[C:21](I)[C:16]2=[CH:15][N:14]=1.[CH:23]1([N:26]2[CH2:34][C:33]3[C:28](=[CH:29][CH:30]=[C:31](B4OC(C)(C)C(C)(C)O4)[CH:32]=3)[C:27]2=[O:44])[CH2:25][CH2:24]1.